Dataset: Full USPTO retrosynthesis dataset with 1.9M reactions from patents (1976-2016). Task: Predict the reactants needed to synthesize the given product. (1) Given the product [NH2:7][CH2:6][CH2:5][CH2:4][CH2:3][CH2:2][CH2:1][NH2:8].[NH2:7][CH:6]1[CH2:5][CH2:4][CH2:3][CH2:2][CH:1]1[NH2:8], predict the reactants needed to synthesize it. The reactants are: [C:1](#[N:8])[CH2:2][CH2:3][CH2:4][CH2:5][C:6]#[N:7].N.[H][H].[O-2].[Al+3].[O-2].[O-2].[Al+3].[Si](=O)=O.[O-2].[Ca+2]. (2) Given the product [CH3:30][C:29]1[C:24]([N:21]2[CH2:22][CH2:23][N:18]([C:16]([C:13]3[CH:14]=[CH:15][C:10]([N:4]4[CH2:3][C@H:2]([CH3:1])[CH2:6][S:5]4(=[O:8])=[O:7])=[CH:11][C:12]=3[F:32])=[O:17])[CH2:19][CH2:20]2)=[N:25][CH:26]=[C:27]([CH3:31])[CH:28]=1, predict the reactants needed to synthesize it. The reactants are: [CH3:1][C@@H:2]1[CH2:6][S:5](=[O:8])(=[O:7])[NH:4][CH2:3]1.Br[C:10]1[CH:15]=[CH:14][C:13]([C:16]([N:18]2[CH2:23][CH2:22][N:21]([C:24]3[C:29]([CH3:30])=[CH:28][C:27]([CH3:31])=[CH:26][N:25]=3)[CH2:20][CH2:19]2)=[O:17])=[C:12]([F:32])[CH:11]=1. (3) Given the product [CH2:33]([C:25]1[C:24]([O:23][C:21]2[CH:22]=[CH:17][N:18]=[C:19]([C:5]3[CH:4]=[N:3][N:2]([CH3:1])[CH:6]=3)[CH:20]=2)=[CH:29][CH:28]=[C:27]([N+:30]([O-:32])=[O:31])[N:26]=1)[CH3:34], predict the reactants needed to synthesize it. The reactants are: [CH3:1][N:2]1[CH:6]=[C:5](B2OC(C)(C)C(C)(C)O2)[CH:4]=[N:3]1.Cl[C:17]1[CH:22]=[C:21]([O:23][C:24]2[C:25]([CH2:33][CH3:34])=[N:26][C:27]([N+:30]([O-:32])=[O:31])=[CH:28][CH:29]=2)[CH:20]=[CH:19][N:18]=1.C([O-])([O-])=O.[K+].[K+]. (4) Given the product [CH3:11][C:8]1([CH3:12])[CH2:7][C:6]2[N:20]=[CH:18][N:19]=[C:3]([N:34]3[CH2:35][CH2:36][N:31]([CH3:30])[CH2:32][CH2:33]3)[C:5]=2[CH2:10][CH2:9]1, predict the reactants needed to synthesize it. The reactants are: CO[C:3]([CH:5]1[CH2:10][CH2:9][C:8]([CH3:12])([CH3:11])[CH2:7][C:6]1=O)=O.C(O)(=O)C.[CH:18]([NH2:20])=[NH:19].[O-]CC.[Na+].P(Cl)(Cl)(Cl)=O.[CH3:30][N:31]1[CH2:36][CH2:35][NH:34][CH2:33][CH2:32]1. (5) Given the product [CH3:18][O:19][C:20](=[O:35])[C@H:21]([CH2:30][CH2:31][CH2:32][CH2:33][NH2:34])[N:22]([C:15](=[O:17])[C@H:13]([CH3:14])[NH:12][C:10](=[O:11])[CH2:9][C:4]1[CH:5]=[C:6]([F:8])[CH:7]=[C:2]([F:1])[CH:3]=1)[C:23]([O:25][C:26]([CH3:29])([CH3:27])[CH3:28])=[O:24], predict the reactants needed to synthesize it. The reactants are: [F:1][C:2]1[CH:3]=[C:4]([CH2:9][C:10]([NH:12][C@H:13]([C:15]([OH:17])=O)[CH3:14])=[O:11])[CH:5]=[C:6]([F:8])[CH:7]=1.[CH3:18][O:19][C:20](=[O:35])[C@H:21]([CH2:30][CH2:31][CH2:32][CH2:33][NH2:34])[NH:22][C:23]([O:25][C:26]([CH3:29])([CH3:28])[CH3:27])=[O:24]. (6) Given the product [CH3:13][CH:14]([CH2:19][CH3:20])[CH2:15][C:16]([NH:1][C:2]1[C:7]([C:8]([O:10][CH2:11][CH3:12])=[O:9])=[CH:6][N:5]=[CH:4][CH:3]=1)=[O:17], predict the reactants needed to synthesize it. The reactants are: [NH2:1][C:2]1[C:7]([C:8]([O:10][CH2:11][CH3:12])=[O:9])=[CH:6][N:5]=[CH:4][CH:3]=1.[CH3:13][CH:14]([CH2:19][CH3:20])[CH2:15][C:16](Cl)=[O:17]. (7) Given the product [CH:1]([N:14]1[CH:19]=[C:18]([C:25]2[CH:24]=[CH:23][C:32]3[C:27](=[CH:28][CH:29]=[CH:30][CH:31]=3)[CH:26]=2)[C:17](=[O:21])[NH:16][C:15]1=[O:22])([C:8]1[CH:13]=[CH:12][CH:11]=[CH:10][CH:9]=1)[C:2]1[CH:7]=[CH:6][CH:5]=[CH:4][CH:3]=1, predict the reactants needed to synthesize it. The reactants are: [CH:1]([N:14]1[CH:19]=[C:18](I)[C:17](=[O:21])[NH:16][C:15]1=[O:22])([C:8]1[CH:13]=[CH:12][CH:11]=[CH:10][CH:9]=1)[C:2]1[CH:7]=[CH:6][CH:5]=[CH:4][CH:3]=1.[CH:23]1[C:32]2[C:27](=[CH:28][CH:29]=[CH:30][CH:31]=2)[CH:26]=[CH:25][C:24]=1B(O)O. (8) Given the product [F:15][CH2:16][C:17]1([NH:22][C:23](=[O:38])[CH2:24][C:25]2[C:33]([C:34]([F:37])([F:35])[F:36])=[CH:32][CH:31]=[CH:30][C:26]=2[C:27]([NH2:29])=[O:28])[CH2:21][CH2:20][N:19]([CH:5]2[CH2:6][CH2:7][C:2]([OH:1])([C:9]3[CH:14]=[CH:13][CH:12]=[CH:11][CH:10]=3)[CH2:3][CH2:4]2)[CH2:18]1, predict the reactants needed to synthesize it. The reactants are: [OH:1][C:2]1([C:9]2[CH:14]=[CH:13][CH:12]=[CH:11][CH:10]=2)[CH2:7][CH2:6][C:5](=O)[CH2:4][CH2:3]1.[F:15][CH2:16][C:17]1([NH:22][C:23](=[O:38])[CH2:24][C:25]2[C:33]([C:34]([F:37])([F:36])[F:35])=[CH:32][CH:31]=[CH:30][C:26]=2[C:27]([NH2:29])=[O:28])[CH2:21][CH2:20][NH:19][CH2:18]1.C(O[BH-](OC(=O)C)OC(=O)C)(=O)C.[Na+].